This data is from CYP2D6 substrate classification data from Carbon-Mangels et al.. The task is: Regression/Classification. Given a drug SMILES string, predict its absorption, distribution, metabolism, or excretion properties. Task type varies by dataset: regression for continuous measurements (e.g., permeability, clearance, half-life) or binary classification for categorical outcomes (e.g., BBB penetration, CYP inhibition). Dataset: cyp2d6_substrate_carbonmangels. (1) The compound is CN1[C@H]2CC[C@@H]1CC(NC(=O)c1cc(Cl)cc3c1OC(C)(C)C3)C2. The result is 0 (non-substrate). (2) The molecule is O=C(O)c1ccccc1Nc1cccc(C(F)(F)F)c1. The result is 0 (non-substrate). (3) The drug is CC(=O)[C@H]1CC[C@H]2[C@@H]3CC=C4C[C@@H](O)CC[C@]4(C)[C@H]3CC[C@]12C. The result is 1 (substrate). (4) The compound is Cc1noc(NS(=O)(=O)c2ccc(N)cc2)c1C. The result is 0 (non-substrate). (5) The compound is CC(=O)CCCCn1c(=O)c2c(ncn2C)n(C)c1=O. The result is 0 (non-substrate).